From a dataset of Forward reaction prediction with 1.9M reactions from USPTO patents (1976-2016). Predict the product of the given reaction. (1) Given the reactants O1CCCCC1[O:7][CH:8]1[C:16]2[S:15][CH:14]=[N:13][C:12]=2[O:11][CH2:10][CH2:9]1.CC1C=CC(S(O)(=O)=O)=CC=1, predict the reaction product. The product is: [S:15]1[C:16]2[CH:8]([OH:7])[CH2:9][CH2:10][O:11][C:12]=2[N:13]=[CH:14]1. (2) Given the reactants [N:1]1([CH2:6][C:7]2[CH:12]=[CH:11][C:10]([CH2:13][CH2:14][NH2:15])=[CH:9][CH:8]=2)[CH2:5][CH2:4][CH2:3][CH2:2]1.[CH3:16][C:17]1[CH:18]=[C:19]([CH:23]=[CH:24][C:25]=1[C:26]#[C:27][CH2:28][CH2:29][CH3:30])[C:20](O)=[O:21], predict the reaction product. The product is: [CH3:16][C:17]1[CH:18]=[C:19]([CH:23]=[CH:24][C:25]=1[C:26]#[C:27][CH2:28][CH2:29][CH3:30])[C:20]([NH:15][CH2:14][CH2:13][C:10]1[CH:11]=[CH:12][C:7]([CH2:6][N:1]2[CH2:5][CH2:4][CH2:3][CH2:2]2)=[CH:8][CH:9]=1)=[O:21]. (3) Given the reactants [C:1](OC(=O)C)(=[O:3])[CH3:2].[C:8]([O:11][C@H:12]1[CH2:17][CH2:16][C@H:15]2[C@H:18]3[C:27]([C@@H:28]([CH2:30][CH2:31][CH2:32][CH2:33][CH2:34][CH2:35][CH2:36][CH2:37][OH:38])[CH2:29][C@:13]12[CH3:14])=[C:26]1[C:21](=[CH:22][C:23](=[O:39])[CH2:24][CH2:25]1)[CH2:20][CH2:19]3)(=[O:10])[CH3:9].O.[Cl-].[NH4+], predict the reaction product. The product is: [C:8]([O:11][C@H:12]1[CH2:17][CH2:16][C@H:15]2[C@H:18]3[C:27]([C@@H:28]([CH2:30][CH2:31][CH2:32][CH2:33][CH2:34][CH2:35][CH2:36][CH2:37][O:38][C:1](=[O:3])[CH3:2])[CH2:29][C@:13]12[CH3:14])=[C:26]1[C:21](=[CH:22][C:23](=[O:39])[CH2:24][CH2:25]1)[CH2:20][CH2:19]3)(=[O:10])[CH3:9]. (4) Given the reactants FC(F)(F)C(O)=O.C(O[C:13]([N:15](C)[C:16]1[CH:17]=[CH:18][C:19]2[N:20]([C:22]([C:25]([C:27]3[CH:28]=[CH:29][C:30]([N+:37]([O-:39])=[O:38])=[C:31]([CH:36]=3)[C:32]([O:34][CH3:35])=[O:33])=[O:26])=[N:23][CH:24]=2)[CH:21]=1)=O)(C)(C)C, predict the reaction product. The product is: [CH3:13][NH:15][C:16]1[CH:17]=[CH:18][C:19]2[N:20]([C:22]([C:25]([C:27]3[CH:28]=[CH:29][C:30]([N+:37]([O-:39])=[O:38])=[C:31]([CH:36]=3)[C:32]([O:34][CH3:35])=[O:33])=[O:26])=[N:23][CH:24]=2)[CH:21]=1.